From a dataset of Forward reaction prediction with 1.9M reactions from USPTO patents (1976-2016). Predict the product of the given reaction. (1) Given the reactants C([O:8][C:9]1[CH:14]=[CH:13][C:12]([C:15]2[C:20]([O:21][CH3:22])=[CH:19][CH:18]=[CH:17][C:16]=2[C:23]2[CH:28]=[CH:27][N:26]=[CH:25][CH:24]=2)=[CH:11][CH:10]=1)C1C=CC=CC=1.[H][H], predict the reaction product. The product is: [CH3:22][O:21][C:20]1[CH:19]=[CH:18][CH:17]=[C:16]([C:23]2[CH:24]=[CH:25][N:26]=[CH:27][CH:28]=2)[C:15]=1[C:12]1[CH:11]=[CH:10][C:9]([OH:8])=[CH:14][CH:13]=1. (2) Given the reactants Cl[C:2]1[CH2:6][CH2:5][C:4](=[O:7])[C:3]=1[CH3:8].[NH:9]1[CH:13]=[CH:12][N:11]=[CH:10]1, predict the reaction product. The product is: [N:9]1([C:2]2[CH2:6][CH2:5][C:4](=[O:7])[C:3]=2[CH3:8])[CH:13]=[CH:12][N:11]=[CH:10]1. (3) Given the reactants [CH3:1][O:2][C:3]1[CH:4]=[C:5]([CH:21]=[CH:22][C:23]=1[O:24][CH3:25])[CH2:6][CH:7]1[C:16]2[C:11](=[C:12]([O:19][CH3:20])[CH:13]=[CH:14][C:15]=2[O:17][CH3:18])[CH2:10][CH2:9][NH:8]1.Br[CH2:27][C:28](Br)=[O:29].[CH2:31]([NH2:38])[C:32]1[CH:37]=[CH:36][CH:35]=[CH:34][CH:33]=1, predict the reaction product. The product is: [CH3:1][O:2][C:3]1[CH:4]=[C:5]([CH:21]=[CH:22][C:23]=1[O:24][CH3:25])[CH2:6][CH:7]1[C:16]2[C:11](=[C:12]([O:19][CH3:20])[CH:13]=[CH:14][C:15]=2[O:17][CH3:18])[CH2:10][CH2:9][N:8]1[CH2:27][C:28]([NH:38][CH2:31][C:32]1[CH:37]=[CH:36][CH:35]=[CH:34][CH:33]=1)=[O:29].